From a dataset of NCI-60 drug combinations with 297,098 pairs across 59 cell lines. Regression. Given two drug SMILES strings and cell line genomic features, predict the synergy score measuring deviation from expected non-interaction effect. (1) Drug 1: CC1=CC=C(C=C1)C2=CC(=NN2C3=CC=C(C=C3)S(=O)(=O)N)C(F)(F)F. Drug 2: C1CC(C1)(C(=O)O)C(=O)O.[NH2-].[NH2-].[Pt+2]. Cell line: KM12. Synergy scores: CSS=17.3, Synergy_ZIP=-6.90, Synergy_Bliss=-9.04, Synergy_Loewe=3.85, Synergy_HSA=0.133. (2) Drug 1: CC12CCC(CC1=CCC3C2CCC4(C3CC=C4C5=CN=CC=C5)C)O. Drug 2: CCN(CC)CCNC(=O)C1=C(NC(=C1C)C=C2C3=C(C=CC(=C3)F)NC2=O)C. Cell line: SNB-75. Synergy scores: CSS=2.57, Synergy_ZIP=2.27, Synergy_Bliss=6.09, Synergy_Loewe=1.19, Synergy_HSA=1.48. (3) Drug 1: C1CC(=O)NC(=O)C1N2CC3=C(C2=O)C=CC=C3N. Drug 2: CCC1(C2=C(COC1=O)C(=O)N3CC4=CC5=C(C=CC(=C5CN(C)C)O)N=C4C3=C2)O.Cl. Cell line: HOP-62. Synergy scores: CSS=29.1, Synergy_ZIP=0.315, Synergy_Bliss=-3.61, Synergy_Loewe=-49.9, Synergy_HSA=-7.81. (4) Drug 1: C1=CC(=CC=C1CC(C(=O)O)N)N(CCCl)CCCl.Cl. Drug 2: CC=C1C(=O)NC(C(=O)OC2CC(=O)NC(C(=O)NC(CSSCCC=C2)C(=O)N1)C(C)C)C(C)C. Cell line: UACC62. Synergy scores: CSS=62.1, Synergy_ZIP=-3.01, Synergy_Bliss=0.927, Synergy_Loewe=-16.3, Synergy_HSA=2.65.